This data is from Full USPTO retrosynthesis dataset with 1.9M reactions from patents (1976-2016). The task is: Predict the reactants needed to synthesize the given product. (1) Given the product [NH:20]1[C:21]2[C:26](=[CH:25][CH:24]=[CH:23][CH:22]=2)[CH:27]=[C:19]1[C:7]1[C:6]([C:4]([OH:5])=[O:3])=[CH:10][N:9]([CH2:11][O:12][CH2:13][CH2:14][Si:15]([CH3:18])([CH3:17])[CH3:16])[N:8]=1, predict the reactants needed to synthesize it. The reactants are: C([O:3][C:4]([C:6]1[C:7]([C:19]2[N:20](C(OC(C)(C)C)=O)[C:21]3[C:26]([CH:27]=2)=[CH:25][CH:24]=[CH:23][CH:22]=3)=[N:8][N:9]([CH2:11][O:12][CH2:13][CH2:14][Si:15]([CH3:18])([CH3:17])[CH3:16])[CH:10]=1)=[O:5])C. (2) Given the product [F:18][C:5]1[C:6]([C:8]2[CH:9]=[N:10][C:11]([C:14]([F:17])([F:16])[F:15])=[CH:12][CH:13]=2)=[CH:7][C:2]([C:24]#[N:26])=[N:3][CH:4]=1, predict the reactants needed to synthesize it. The reactants are: Cl[C:2]1[CH:7]=[C:6]([C:8]2[CH:9]=[N:10][C:11]([C:14]([F:17])([F:16])[F:15])=[CH:12][CH:13]=2)[C:5]([F:18])=[CH:4][N:3]=1.C(Cl)(Cl)Cl.C[C:24]([N:26](C)C)=O. (3) Given the product [CH3:36][S:33]([CH2:32][C:31]1[N:37]=[C:22]([CH:10]2[CH2:9][CH:8]([C:5]3[CH:6]=[CH:7][C:2]([CH3:1])=[C:3]([C:25]([F:28])([F:27])[F:26])[CH:4]=3)[CH2:13][N:12]([C:14]([N:16]3[CH2:17][CH2:18][O:19][CH2:20][CH2:21]3)=[O:15])[CH2:11]2)[O:24][N:30]=1)(=[O:35])=[O:34], predict the reactants needed to synthesize it. The reactants are: [CH3:1][C:2]1[CH:7]=[CH:6][C:5]([CH:8]2[CH2:13][N:12]([C:14]([N:16]3[CH2:21][CH2:20][O:19][CH2:18][CH2:17]3)=[O:15])[CH2:11][CH:10]([C:22]([OH:24])=O)[CH2:9]2)=[CH:4][C:3]=1[C:25]([F:28])([F:27])[F:26].O[NH:30][C:31](=[NH:37])[CH2:32][S:33]([CH3:36])(=[O:35])=[O:34]. (4) Given the product [NH:35]=[C:31]([N:21]1[CH2:20][CH2:19][C:18]([CH2:17][N:15]([CH3:16])[C:8]2[N:7]=[C:6]([NH2:30])[C:5]3[C:10](=[CH:11][C:12]([O:13][CH3:14])=[C:3]([O:2][CH3:1])[CH:4]=3)[N:9]=2)([C:24]2[CH:29]=[CH:28][CH:27]=[CH:26][CH:25]=2)[CH2:23][CH2:22]1)[CH2:32][CH2:33][CH3:34], predict the reactants needed to synthesize it. The reactants are: [CH3:1][O:2][C:3]1[CH:4]=[C:5]2[C:10](=[CH:11][C:12]=1[O:13][CH3:14])[N:9]=[C:8]([N:15]([CH2:17][C:18]1([C:24]3[CH:29]=[CH:28][CH:27]=[CH:26][CH:25]=3)[CH2:23][CH2:22][NH:21][CH2:20][CH2:19]1)[CH3:16])[N:7]=[C:6]2[NH2:30].[C:31](#[N:35])[CH2:32][CH2:33][CH3:34]. (5) Given the product [CH:15]1([CH2:18][CH2:19][NH:20][C:21]([C:23]2[N:24]=[N:25][C:26]([N:29]3[CH2:34][CH2:33][N:32]([C:7](=[O:8])[C:6]4[CH:10]=[C:2]([F:1])[CH:3]=[CH:4][C:5]=4[C:11]([F:14])([F:13])[F:12])[CH2:31][CH2:30]3)=[CH:27][CH:28]=2)=[O:22])[CH2:17][CH2:16]1, predict the reactants needed to synthesize it. The reactants are: [F:1][C:2]1[CH:3]=[CH:4][C:5]([C:11]([F:14])([F:13])[F:12])=[C:6]([CH:10]=1)[C:7](Cl)=[O:8].[CH:15]1([CH2:18][CH2:19][NH:20][C:21]([C:23]2[N:24]=[N:25][C:26]([N:29]3[CH2:34][CH2:33][NH:32][CH2:31][CH2:30]3)=[CH:27][CH:28]=2)=[O:22])[CH2:17][CH2:16]1. (6) The reactants are: C([O:4][C:5]1[C:6](=[O:12])[CH:7]=[CH:8][C:9](=[O:11])[CH:10]=1)C=C.[CH3:13][C:14]1[CH:21]=[CH:20][C:17]([CH:18]=[CH2:19])=[CH:16][CH:15]=1.[CH:22](O)([CH3:24])[CH3:23]. Given the product [CH2:24]([C:10]1[C:9](=[O:11])[C:8]2[CH:19]=[CH:18][C:17]3[C:20]([C:7]=2[C:6](=[O:12])[C:5]=1[OH:4])=[CH:21][C:14]([CH3:13])=[CH:15][CH:16]=3)[CH:22]=[CH2:23], predict the reactants needed to synthesize it. (7) Given the product [CH2:18]([O:17][C:15]([C:5]1[C:6]2[NH:7][C:8]3[CH:9]=[CH:10][CH:11]=[CH:12][C:13]=3[C:14]=2[CH2:1][CH:2]([C:20]([OH:22])=[O:21])[NH:3][CH:4]=1)=[O:16])[CH3:19], predict the reactants needed to synthesize it. The reactants are: [CH2:1]1[C:14]2[C:13]3[CH:12]=[CH:11][CH:10]=[CH:9][C:8]=3[NH:7][C:6]=2[C:5]([C:15]([O:17][CH2:18][CH3:19])=[O:16])=[CH:4][NH:3][CH:2]1[C:20]([O:22]CC)=[O:21].[Li+].[OH-]. (8) Given the product [O:14]([C:21]1[CH:22]=[C:23]([NH:24][CH2:9][C:8]2[CH:11]=[CH:12][CH:13]=[C:6]([Br:5])[CH:7]=2)[CH:25]=[CH:26][CH:27]=1)[C:15]1[CH:16]=[CH:17][CH:18]=[CH:19][CH:20]=1, predict the reactants needed to synthesize it. The reactants are: ClCCCl.[Br:5][C:6]1[CH:7]=[C:8]([CH:11]=[CH:12][CH:13]=1)[CH:9]=O.[O:14]([C:21]1[CH:22]=[C:23]([CH:25]=[CH:26][CH:27]=1)[NH2:24])[C:15]1[CH:20]=[CH:19][CH:18]=[CH:17][CH:16]=1.[BH-](OC(C)=O)(OC(C)=O)OC(C)=O.[Na+].